This data is from Ames mutagenicity test results for genotoxicity prediction. The task is: Regression/Classification. Given a drug SMILES string, predict its toxicity properties. Task type varies by dataset: regression for continuous values (e.g., LD50, hERG inhibition percentage) or binary classification for toxic/non-toxic outcomes (e.g., AMES mutagenicity, cardiotoxicity, hepatotoxicity). Dataset: ames. (1) The result is 0 (non-mutagenic). The compound is C/C=C\c1ccc(O)c(OC)c1. (2) The drug is Cc1cc(C)c(N)cc1C. The result is 1 (mutagenic). (3) The compound is CC(C)(CO)C(O)C(=O)NCCC(=O)O. The result is 0 (non-mutagenic). (4) The compound is C/C(=C(\CCOC(=O)c1ccccc1)SC(=O)c1ccccc1)N(C=O)Cc1cnc(C)nc1N. The result is 0 (non-mutagenic). (5) The compound is COc1cc(OC)c2c(c1)OC1OC3OC3C21. The result is 1 (mutagenic). (6) The compound is CC(C)c1ccc2oc3nc(N)c(C(=O)O)cc3c(=O)c2c1. The result is 0 (non-mutagenic). (7) The drug is CC(=O)N(Nc1ccc2c(c1)Cc1ccccc1-2)c1ccc2c(c1)Cc1ccccc1-2. The result is 1 (mutagenic). (8) The compound is C[C@@H](O)CN(C)c1ccc(NN)nn1. The result is 1 (mutagenic). (9) The compound is CN(N)C=O. The result is 0 (non-mutagenic). (10) The molecule is CN(C)C(=O)c1nc(CNC(=O)CN)n(-c2ccc(Cl)cc2C(=O)c2ccccc2Cl)n1. The result is 0 (non-mutagenic).